Dataset: Reaction yield outcomes from USPTO patents with 853,638 reactions. Task: Predict the reaction yield, written as a fraction of the theoretical maximum amount of product (1.0 means a 100% yield; for example, 0.34 means a 34% yield). The reactants are Br[C:2]1[CH:7]=[CH:6][CH:5]=[CH:4][N:3]=1.[CH2:8]([C:12]1[S:13][C:14]2[CH:20]=[CH:19][CH:18]=[CH:17][C:15]=2[N:16]=1)[CH2:9][C:10]#[CH:11]. No catalyst specified. The product is [N:3]1[CH:4]=[CH:5][CH:6]=[CH:7][C:2]=1[C:11]#[C:10][CH2:9][CH2:8][C:12]1[S:13][C:14]2[CH:20]=[CH:19][CH:18]=[CH:17][C:15]=2[N:16]=1. The yield is 0.450.